This data is from Experimentally validated miRNA-target interactions with 360,000+ pairs, plus equal number of negative samples. The task is: Binary Classification. Given a miRNA mature sequence and a target amino acid sequence, predict their likelihood of interaction. (1) The miRNA is hsa-miR-558 with sequence UGAGCUGCUGUACCAAAAU. The protein sequence of the target gene is MTGTPGAVATRDGEAPERSPPCSPSYDLTGKVMLLGDTGVGKTCFLIQFKDGAFLSGTFIATVGIDFRNKVVTVDGVRVKLQIWDTAGQERFRSVTHAYYRDAQALLLLYDITNKSSFDNIRAWLTEIHEYAQRDVVIMLLGNKADMSSERVIRSEDGETLAREYGVPFLETSAKTGMNVELAFLAIAKELKYRAGHQADEPSFQIRDYVESQKKRSSCCSFM. Result: 1 (interaction). (2) The miRNA is mmu-miR-302a-3p with sequence UAAGUGCUUCCAUGUUUUGGUGA. The protein sequence of the target gene is MRPKTFPATTYSGNSRQRLQEIREGLKQPSKASTQGLLVGPNSDTSLDAKVLGSKDASRQQQMRATPKFGPYQKALREIRYSLLPFANESGTSAAAEVNRQMLQELVNAGCDQEMAGRALKQTGSRSIEAALEYISKMGYLDPRNEQIVRVIKQTSPGKGLAPTPVTRRPSFEGTGEALPSYHQLGGANYEGPAALEEMPRQYLDFLFPGAGAGTHGAQAHQHPPKGYSTAVEPSAHFPGTHYGRGHLLSEQPGYGVQRSSSFQNKTPPDAYSSMAKAQGGPPASLTFPAHAGLYTASHH.... Result: 1 (interaction). (3) The miRNA is hsa-miR-7856-5p with sequence UUUUAAGGACACUGAGGGAUC. The protein sequence of the target gene is MRVPVFEDIKDETEEEKIGEEENEEDQVFYKPVIEDLSMELARKCTELISDIRYKEEFKKSKDKCTFVTDSPMLNHVKNIGAFISEAKYKGTIKADLSNSLYKRMPATIDSVFAGEVTQLQSEVAYKQKHDAAKGFSDYAHMKEPPEVKHAMEVNKHQSNISYRKDVQDTHTYSAELDRPDIKMATQISKIISNAEYKKGQGIMNKEPAVIGRPDFEHAVEASKLSSQIKYKEKFDNEMKDKKHHYNPLESASFRQNQLAATLASNVKYKKDIQNMHDPVSDLPNLLFLDHVLKASKMLS.... Result: 1 (interaction). (4) The miRNA is hsa-miR-4768-5p with sequence AUUCUCUCUGGAUCCCAUGGAU. The protein sequence of the target gene is MAITLTLQTAEMQEGLLAVKVKEEEEEHSCGPESGLSRNNPHTREIFRRRFRQFCYQESPGPREALQRLQELCHQWLRPEMHTKEQILELLVLEQFLTILPEELQAWVRQHRPVSGEEAVTVLEDLERELDDPGEQVLSHAHEQEEFVKEKATPGAAQESSNDQFQTLEEQLGYNLREVCPVQEIDGKAGTWNVELAPKREISQEVKSLIQVLGKQNGNITQIPEYGDTCDREGRLEKQRVSSSVERPYICSECGKSFTQNSILIEHQRTHTGEKPYECDECGRAFSQRSGLFQHQRLHT.... Result: 1 (interaction).